Dataset: Experimentally validated miRNA-target interactions with 360,000+ pairs, plus equal number of negative samples. Task: Binary Classification. Given a miRNA mature sequence and a target amino acid sequence, predict their likelihood of interaction. (1) The protein sequence of the target gene is MIRQELSTSYQELSEELEQVVENSEQADERDKELVQVQGPGVVPGVDNESASSSIRFSKACLKNVFSVLLILIYLLLMAVAVFLVYQTITDFREKLKHPVMSVSYKEVDRYDAPGIAFYPGQAQLLSCKHHYEVIPPLASPGQPGDRNCTTQRINYTHPFFNHTMQSALIVQGPQEVKKRELVFLQFRLNQSNEDFSAIDYLLFSSFREFMQSPDKAGFMQACESAYSSWKFSGGFRTWVKMSLVKTKEEDGREAVEFRQETSVVNYIDQRPAAERSAQLFFVVFEWKDPFIQKVQDIIT.... The miRNA is hsa-miR-4518 with sequence GCUCAGGGAUGAUAACUGUGCUGAGA. Result: 0 (no interaction). (2) The miRNA is hsa-miR-16-5p with sequence UAGCAGCACGUAAAUAUUGGCG. The protein sequence of the target gene is MVRETRHLWVGNLPENVREEKIIEHFKRYGRVESVKILPKRGSEGGVAAFVDFVDIKSAQKAHNSVNKMGDRDLRTDYNEPGTIPSAARGLDDTVSIASRSREVSGFRGGGGGPAYGPPPSLHAREGRYERRLDGASDNRERAYEHSAYGHHERGTGGFDRTRHYDQDYYRDPRERTLQHGLYYASRSRSPNRFDAHDPRYEPRAREQFTLPSVVHRDIYRDDITREVRGRRPERNYQHSRSRSPHSSQSRNQSPQRLASQASRPTRSPSGSGSRSRSSSSDSISSSSSTSSDSSDSSSS.... Result: 1 (interaction). (3) The miRNA is hsa-miR-197-3p with sequence UUCACCACCUUCUCCACCCAGC. The protein sequence of the target gene is MSEEQFGGDGAAAAATAAVGGSAGEQEGAMVAATQGAAAAAGSGAGTGGGTASGGTEGGSAESEGAKIDASKNEEDEGHSNSSPRHSEAATAQREEWKMFIGGLSWDTTKKDLKDYFSKFGEVVDCTLKLDPITGRSRGFGFVLFKESESVDKVMDQKEHKLNGKVIDPKRAKAMKTKEPVKKIFVGGLSPDTPEEKIREYFGGFGEVESIELPMDNKTNKRRGFCFITFKEEEPVKKIMEKKYHNVGLSKCEIKVAMSKEQYQQQQQWGSRGGFAGRARGRGGGPSQNWNQGYSNYWNQ.... Result: 1 (interaction). (4) The miRNA is hsa-miR-19a-3p with sequence UGUGCAAAUCUAUGCAAAACUGA. The protein sequence of the target gene is MDNAGKEREAVQLMAEAEKRVKASHSFLRGLFGGNTRIEEACEMYTRAANMFKMAKNWSAAGNAFCQAAKLHMQLQSKHDSATSFVDAGNAYKKADPQEAINCLNAAIDIYTDMGRFTIAAKHHITIAEIYETELVDIEKAIAHYEQSADYYKGEESNSSANKCLLKVAAYAAQLEQYQKAIEIYEQVGANTMDNPLLKYSAKDYFFKAALCHFIVDELNAKLALEKYEEMFPAFTDSRECKLLKKLLEAHEEQNSEAYTEAVKEFDSISRLDQWLTTMLLRIKKSIQGDGEGDGDLK. Result: 1 (interaction). (5) The miRNA is hsa-miR-513c-5p with sequence UUCUCAAGGAGGUGUCGUUUAU. The protein sequence of the target gene is MWGPGVTAEGLSVAPAPPPLLPLLLLLALALVAPSRGGGGCAELACGERERCCDATNATAVRCCKLPLHAFLDNVGWFVRKLSGLLILLVLFAIGYFLQRIICPSPRRYPRGQARPGQRPGPPGGAGPLGGAGPPDDDDDSPALLRDEAAAGSQDSLLDSGGGGRGRGGGGRSDPSCASEHEMRVVSPVFLQLPSYEEVKYLPTYEESMRLQQLSPGEVVLPVSVLGRPRGGVAAEPDGGEGRYPLI. Result: 0 (no interaction). (6) The miRNA is hcmv-miR-UL112-3p with sequence AAGUGACGGUGAGAUCCAGGCU. The protein sequence of the target gene is MQLLGLLGLLWMLKASPWATGTLSTATSISQVPFPRAEAASAVLSNSPHSRDLAGWPLGVPQLASPAPGHRENAPMTLTTSPHDTLISETLLNSPVSSNTSTTPTSKFAFKVETTPPTVLVYSATTECVYPTSFIITISHPTSICVTTTQVAFTSSYTSTPVTQKPVTTVTSTYSMTTTEKGTSAMTSSPSTTTARETPIVTVTPSSVSATDTTFHTTISSTTRTTERTPLPTGSIHTTTSPTPVFTTLKTAVTSTSPITSSITSTNTVTSMTTTASQPTATNTLSSPTRTILSSTPVLS.... Result: 0 (no interaction). (7) The miRNA is hsa-miR-3133 with sequence UAAAGAACUCUUAAAACCCAAU. The protein sequence of the target gene is MPGSDTALTVDRTYSYPGRHHRCKSRVERHDMNTLSLPLNIRRGGSDTNLNFDVPDGILDFHKVKLTADSLKQKILKVTEQIKIEQTSRDGNVAEYLKLVNNADKQQAGRIKQVFEKKNQKSAHSIAQLQKKLEQYHRKLREIEQNGASRSSKDISKDHLKDIHRSLKDAHVKSRTAPHCMESSKSGMPGVSLTPPVFVFNKSREFANLIRNKFGSADNIAHLKNSLEEFRPEASARAYGGSATIVNKPKYGSDDECSSGTSGSADSNGNQSFGAGGASTLDSQGKLAVILEELREIKDT.... Result: 1 (interaction).